This data is from TCR-epitope binding with 47,182 pairs between 192 epitopes and 23,139 TCRs. The task is: Binary Classification. Given a T-cell receptor sequence (or CDR3 region) and an epitope sequence, predict whether binding occurs between them. (1) Result: 1 (the TCR binds to the epitope). The TCR CDR3 sequence is CAWGSVRMISYNEQFF. The epitope is RTLNAWVKV. (2) The TCR CDR3 sequence is CASSQDTGVAGELFF. The epitope is TLDSKTQSL. Result: 0 (the TCR does not bind to the epitope).